From a dataset of Reaction yield outcomes from USPTO patents with 853,638 reactions. Predict the reaction yield, written as a fraction of the theoretical maximum amount of product (1.0 means a 100% yield; for example, 0.34 means a 34% yield). (1) The reactants are [CH:1]([C:3]1[NH:7][C:6]([CH3:8])=[C:5]([C:9]([OH:11])=O)[C:4]=1[CH3:12])=[O:2].[CH3:13][C@H:14]1[CH2:19][NH:18][CH2:17][C@@H:16]([CH3:20])[NH:15]1. No catalyst specified. The product is [CH3:12][C:4]1[C:5]([C:9]([N:18]2[CH2:17][C@H:16]([CH3:20])[NH:15][C@H:14]([CH3:13])[CH2:19]2)=[O:11])=[C:6]([CH3:8])[NH:7][C:3]=1[CH:1]=[O:2]. The yield is 0.720. (2) The reactants are C(O)(C(F)(F)F)=O.[F:8][C:9]1[C:10]([CH:23]2[CH2:28][CH2:27][N:26]([CH:29]3[CH2:32][O:31][CH2:30]3)[CH2:25][CH2:24]2)=[C:11]([NH:15]C(=O)OC(C)(C)C)[CH:12]=[N:13][CH:14]=1. The catalyst is C(Cl)Cl. The product is [F:8][C:9]1[C:10]([CH:23]2[CH2:28][CH2:27][N:26]([CH:29]3[CH2:32][O:31][CH2:30]3)[CH2:25][CH2:24]2)=[C:11]([NH2:15])[CH:12]=[N:13][CH:14]=1. The yield is 0.880. (3) The reactants are [NH2:1][C:2]1[CH:10]=[CH:9][CH:8]=[C:7]2[C:3]=1[CH2:4][N:5]([C:12]1[CH:13]=[C:14]3[C:18](=[CH:19][CH:20]=1)[N:17]([CH3:21])[CH:16]=[CH:15]3)[C:6]2=[O:11].C(N(CC)CC)C.[C:29](Cl)(=[O:31])[CH3:30]. The catalyst is O1CCCC1. The product is [CH3:21][N:17]1[C:18]2[C:14](=[CH:13][C:12]([N:5]3[CH2:4][C:3]4[C:7](=[CH:8][CH:9]=[CH:10][C:2]=4[NH:1][C:29](=[O:31])[CH3:30])[C:6]3=[O:11])=[CH:20][CH:19]=2)[CH:15]=[CH:16]1. The yield is 0.330. (4) The reactants are [CH3:1][S:2](Cl)(=[O:4])=[O:3].[CH3:6][C@@H:7]1[CH2:12][NH:11][CH2:10][CH2:9][NH:8]1.Cl. The catalyst is C1COCC1.[OH-].[Na+]. The product is [CH3:6][C@H:7]1[NH:8][CH2:9][CH2:10][N:11]([S:2]([CH3:1])(=[O:4])=[O:3])[CH2:12]1. The yield is 0.200. (5) The reactants are [CH3:1][O:2][C:3]([C:5]1[S:6][C:7]([CH:14]=[O:15])=[CH:8][C:9]=1[C:10]([F:13])([F:12])[F:11])=[O:4].CC(=CC)C.[Cl-].[Na+].[O:23]1CCOCC1. The catalyst is O. The product is [CH3:1][O:2][C:3]([C:5]1[S:6][C:7]([C:14]([OH:23])=[O:15])=[CH:8][C:9]=1[C:10]([F:11])([F:12])[F:13])=[O:4]. The yield is 1.00. (6) The reactants are [O:1]=[S:2]1(=[O:49])[CH2:7][CH2:6][N:5]([CH2:8][CH2:9][NH:10][C@:11]23[CH2:45][CH2:44][C@@H:43]([C:46]([CH3:48])=[CH2:47])[C@@H:12]2[C@@H:13]2[C@@:26]([CH3:29])([CH2:27][CH2:28]3)[C@@:25]3([CH3:30])[C@@H:16]([C@:17]4([CH3:42])[C@@H:22]([CH2:23][CH2:24]3)[C:21]([CH3:32])([CH3:31])[C:20]([CH2:33][CH2:34][C:35]([CH3:41])([CH3:40])[CH2:36][C:37](O)=[O:38])=[CH:19][CH2:18]4)[CH2:15][CH2:14]2)[CH2:4][CH2:3]1.C(Cl)CCl.C1C=CC2N(O)N=NC=2C=1.C(N(CC)C(C)C)(C)C.[N:73]#[C:74][NH2:75]. The catalyst is CN(C=O)C. The product is [C:74]([NH:75][C:37](=[O:38])[CH2:36][C:35]([CH3:41])([CH3:40])[CH2:34][CH2:33][C:20]1[C:21]([CH3:32])([CH3:31])[C@H:22]2[C@:17]([CH3:42])([CH2:18][CH:19]=1)[C@@H:16]1[C@:25]([CH3:30])([C@@:26]3([CH3:29])[C@H:13]([CH2:14][CH2:15]1)[C@H:12]1[C@H:43]([C:46]([CH3:48])=[CH2:47])[CH2:44][CH2:45][C@:11]1([NH:10][CH2:9][CH2:8][N:5]1[CH2:4][CH2:3][S:2](=[O:49])(=[O:1])[CH2:7][CH2:6]1)[CH2:28][CH2:27]3)[CH2:24][CH2:23]2)#[N:73]. The yield is 0.280. (7) The reactants are [CH2:1]([O:8][C:9](=[O:23])[NH:10][C:11]1[CH:16]=[CH:15][C:14]([C:17]2[CH2:18][CH2:19][NH:20][CH2:21][CH:22]=2)=[CH:13][CH:12]=1)[C:2]1[CH:7]=[CH:6][CH:5]=[CH:4][CH:3]=1.C([O-])([O-])=O.[K+].[K+].I[CH:31]([CH3:33])[CH3:32]. The catalyst is CC#N. The product is [CH2:1]([O:8][C:9](=[O:23])[NH:10][C:11]1[CH:16]=[CH:15][C:14]([C:17]2[CH2:22][CH2:21][N:20]([CH:31]([CH3:33])[CH3:32])[CH2:19][CH:18]=2)=[CH:13][CH:12]=1)[C:2]1[CH:7]=[CH:6][CH:5]=[CH:4][CH:3]=1. The yield is 0.500. (8) The reactants are Br[C:2]1[CH:3]=[C:4]([NH:10][C:11]2[CH:23]=[C:14]3[CH2:15][N:16]([CH2:19][CH2:20][C:21]#[N:22])[CH2:17][CH2:18][N:13]3[N:12]=2)[C:5](=[O:9])[N:6]([CH3:8])[CH:7]=1.[C:24]([O:27][CH2:28][C:29]1[C:30]([N:44]2[CH2:55][CH2:54][N:53]3[C:46](=[CH:47][C:48]4[CH2:49][C:50]([CH3:57])([CH3:56])[CH2:51][C:52]=43)[C:45]2=[O:58])=[N:31][CH:32]=[CH:33][C:34]=1B1OC(C)(C)C(C)(C)O1)(=[O:26])[CH3:25]. No catalyst specified. The product is [C:24]([O:27][CH2:28][C:29]1[C:30]([N:44]2[CH2:55][CH2:54][N:53]3[C:46](=[CH:47][C:48]4[CH2:49][C:50]([CH3:57])([CH3:56])[CH2:51][C:52]=43)[C:45]2=[O:58])=[N:31][CH:32]=[CH:33][C:34]=1[C:2]1[CH:3]=[C:4]([NH:10][C:11]2[CH:23]=[C:14]3[CH2:15][N:16]([CH2:19][CH2:20][C:21]#[N:22])[CH2:17][CH2:18][N:13]3[N:12]=2)[C:5](=[O:9])[N:6]([CH3:8])[CH:7]=1)(=[O:26])[CH3:25]. The yield is 0.520. (9) The reactants are [Cl:1][C:2]1[CH:3]=[C:4](B(O)O)[C:5]([F:8])=[N:6][CH:7]=1.Cl[C:13]1[N:18]=[C:17]([CH3:19])[N:16]=[C:15]([N:20]([CH2:30][C:31]2[CH:36]=[CH:35][C:34]([O:37][CH3:38])=[CH:33][CH:32]=2)[CH2:21][C:22]2[CH:27]=[CH:26][C:25]([O:28][CH3:29])=[CH:24][CH:23]=2)[N:14]=1.C([O-])(=O)C.[K+]. The catalyst is C(O)C.O.CC(P(C(C)(C)C)C1C=CC(N(C)C)=CC=1)(C)C.CC(P(C(C)(C)C)C1C=CC(N(C)C)=CC=1)(C)C.Cl[Pd]Cl. The product is [Cl:1][C:2]1[CH:3]=[C:4]([C:13]2[N:18]=[C:17]([CH3:19])[N:16]=[C:15]([N:20]([CH2:21][C:22]3[CH:23]=[CH:24][C:25]([O:28][CH3:29])=[CH:26][CH:27]=3)[CH2:30][C:31]3[CH:32]=[CH:33][C:34]([O:37][CH3:38])=[CH:35][CH:36]=3)[N:14]=2)[C:5]([F:8])=[N:6][CH:7]=1. The yield is 0.554. (10) The yield is 0.550. The product is [CH2:1]([O:3][C:4]([C:6]1[O:14][C:13]2[C:12]([Br:15])=[CH:11][N:10]=[CH:9][C:8]=2[C:7]=1[NH:43][C:34]1[CH:35]=[CH:36][C:37]([Si:39]([CH3:41])([CH3:40])[CH3:42])=[CH:38][C:33]=1[F:32])=[O:5])[CH3:2]. The catalyst is C1(C)C=CC=CC=1.C1C=CC(/C=C/C(/C=C/C2C=CC=CC=2)=O)=CC=1.C1C=CC(/C=C/C(/C=C/C2C=CC=CC=2)=O)=CC=1.C1C=CC(/C=C/C(/C=C/C2C=CC=CC=2)=O)=CC=1.[Pd].[Pd].CC1(C)C2C(=C(P(C3C=CC=CC=3)C3C=CC=CC=3)C=CC=2)OC2C(P(C3C=CC=CC=3)C3C=CC=CC=3)=CC=CC1=2. The reactants are [CH2:1]([O:3][C:4]([C:6]1[O:14][C:13]2[C:12]([Br:15])=[CH:11][N:10]=[CH:9][C:8]=2[C:7]=1OS(C(F)(F)F)(=O)=O)=[O:5])[CH3:2].[O-]P([O-])([O-])=O.[K+].[K+].[K+].[F:32][C:33]1[CH:38]=[C:37]([Si:39]([CH3:42])([CH3:41])[CH3:40])[CH:36]=[CH:35][C:34]=1[NH2:43].